Dataset: Catalyst prediction with 721,799 reactions and 888 catalyst types from USPTO. Task: Predict which catalyst facilitates the given reaction. (1) Reactant: [CH3:1][O:2][C:3]1[CH:4]=[C:5]([C:9]2[C:10]([N:18]3[CH2:23][CH2:22][NH:21][CH2:20][CH2:19]3)=[C:11]3[CH:17]=[CH:16][NH:15][C:12]3=[N:13][CH:14]=2)[CH:6]=[CH:7][CH:8]=1.[C:24]([O:28][C:29]([NH:31][C@H:32]([CH2:36][C:37]1[CH:42]=[CH:41][C:40]([Cl:43])=[CH:39][CH:38]=1)[C:33](O)=[O:34])=[O:30])([CH3:27])([CH3:26])[CH3:25].C1C=CC2N(O)N=NC=2C=1.O.CCN=C=NCCCN(C)C.CCN(C(C)C)C(C)C. Product: [Cl:43][C:40]1[CH:41]=[CH:42][C:37]([CH2:36][C@@H:32]([NH:31][C:29](=[O:30])[O:28][C:24]([CH3:26])([CH3:25])[CH3:27])[C:33]([N:21]2[CH2:22][CH2:23][N:18]([C:10]3[C:9]([C:5]4[CH:6]=[CH:7][CH:8]=[C:3]([O:2][CH3:1])[CH:4]=4)=[CH:14][N:13]=[C:12]4[NH:15][CH:16]=[CH:17][C:11]=34)[CH2:19][CH2:20]2)=[O:34])=[CH:38][CH:39]=1. The catalyst class is: 2. (2) The catalyst class is: 1. Reactant: Cl.[F:2][C:3]1[CH:8]=[CH:7][C:6]([NH:9][NH2:10])=[CH:5][CH:4]=1.CCN(C(C)C)C(C)C.[CH:20](=O)[CH:21]=[O:22]. Product: [F:2][C:3]1[CH:8]=[CH:7][C:6]([NH:9]/[N:10]=[CH:20]/[CH:21]=[O:22])=[CH:5][CH:4]=1. (3) Reactant: CCN=C=NCCCN(C)C.[NH2:12][C:13]1[N:18]=[C:17]([C:19]2[S:23][C:22]([C:24]([OH:26])=O)=[CH:21][CH:20]=2)[CH:16]=[CH:15][N:14]=1.C1C=CC2N(O)N=NC=2C=1.[CH3:37][O:38][C:39]1[CH:44]=[CH:43][C:42]([CH2:45][NH2:46])=[CH:41][CH:40]=1. Product: [NH2:12][C:13]1[N:18]=[C:17]([C:19]2[S:23][C:22]([C:24]([NH:46][CH2:45][C:42]3[CH:43]=[CH:44][C:39]([O:38][CH3:37])=[CH:40][CH:41]=3)=[O:26])=[CH:21][CH:20]=2)[CH:16]=[CH:15][N:14]=1. The catalyst class is: 31. (4) Reactant: F[C:2]1[CH:10]=[N:9][CH:8]=[CH:7][C:3]=1[C:4]([OH:6])=[O:5].[F:11][C:12]1[CH:13]=[C:14]([CH:17]=[CH:18][CH:19]=1)[CH2:15][NH2:16]. Product: [F:11][C:12]1[CH:13]=[C:14]([CH:17]=[CH:18][CH:19]=1)[CH2:15][NH:16][C:2]1[CH:10]=[N:9][CH:8]=[CH:7][C:3]=1[C:4]([OH:6])=[O:5]. The catalyst class is: 44. (5) Reactant: [CH3:1][C:2]1[CH:3]=[C:4]([CH:18]=[CH:19][CH:20]=1)[C:5]([NH:7][C:8]1[CH:9]=[CH:10][C:11]([Cl:17])=[C:12]([CH:16]=1)[C:13]([OH:15])=O)=[O:6].ClC1N=C(OC)N=C(OC)N=1.CN1CCOCC1.[N:39]1([CH2:44][CH2:45][CH2:46][S:47]([C:50]2[CH:55]=[CH:54][C:53]([NH:56][C:57]3[N:62]=[CH:61][C:60]([NH2:63])=[CH:59][N:58]=3)=[CH:52][CH:51]=2)(=[O:49])=[O:48])[CH2:43][CH2:42][CH2:41][CH2:40]1. Product: [Cl:17][C:11]1[CH:10]=[CH:9][C:8]([NH:7][C:5](=[O:6])[C:4]2[CH:18]=[CH:19][CH:20]=[C:2]([CH3:1])[CH:3]=2)=[CH:16][C:12]=1[C:13]([NH:63][C:60]1[CH:61]=[N:62][C:57]([NH:56][C:53]2[CH:54]=[CH:55][C:50]([S:47]([CH2:46][CH2:45][CH2:44][N:39]3[CH2:43][CH2:42][CH2:41][CH2:40]3)(=[O:48])=[O:49])=[CH:51][CH:52]=2)=[N:58][CH:59]=1)=[O:15]. The catalyst class is: 59. (6) Reactant: [OH:1][CH2:2][CH2:3][NH:4][CH:5]1[C:13]2[C:8](=[C:9]([C:14]3[N:18]=[C:17]([C:19]4[CH:20]=[CH:21][C:22]([O:27]C(C)C)=[C:23]([CH:26]=4)[C:24]#[N:25])[O:16][N:15]=3)[CH:10]=[CH:11][CH:12]=2)[CH2:7][CH2:6]1.B(Cl)(Cl)Cl. Product: [OH:27][C:22]1[CH:21]=[CH:20][C:19]([C:17]2[O:16][N:15]=[C:14]([C:9]3[CH:10]=[CH:11][CH:12]=[C:13]4[C:8]=3[CH2:7][CH2:6][CH:5]4[NH:4][CH2:3][CH2:2][OH:1])[N:18]=2)=[CH:26][C:23]=1[C:24]#[N:25]. The catalyst class is: 26.